Dataset: Catalyst prediction with 721,799 reactions and 888 catalyst types from USPTO. Task: Predict which catalyst facilitates the given reaction. (1) Reactant: [CH3:1][S:2]([CH3:5])(=[O:4])=[O:3].[Li]CCCC.CN(P(N(C)C)(N(C)C)=O)C.[Br:22][C:23]1[CH:28]=[CH:27][C:26]([NH:29][C:30]2[C:31]([CH:40]=[O:41])=[CH:32][C:33]3[NH:37][CH:36]=[N:35][C:34]=3[C:38]=2[F:39])=[C:25]([Cl:42])[CH:24]=1. Product: [Br:22][C:23]1[CH:28]=[CH:27][C:26]([NH:29][C:30]2[C:31]([C:40](=[O:41])[CH2:1][S:2]([CH3:5])(=[O:4])=[O:3])=[CH:32][C:33]3[NH:37][CH:36]=[N:35][C:34]=3[C:38]=2[F:39])=[C:25]([Cl:42])[CH:24]=1. The catalyst class is: 1. (2) Reactant: [CH2:1]([N:3]([CH2:20][CH3:21])[C:4]([S:6][C:7]1[CH:8]=[N:9][CH:10]=[CH:11][C:12]=1[NH:13]C(=O)C(C)(C)C)=[S:5])[CH3:2]. Product: [CH2:20]([N:3]([CH2:1][CH3:2])[C:4]([S:6][C:7]1[CH:8]=[N:9][CH:10]=[CH:11][C:12]=1[NH2:13])=[S:5])[CH3:21]. The catalyst class is: 273. (3) Reactant: [Cl:1][C:2]1[CH:11]=[CH:10][C:9]2[N:8]=[CH:7][C:6]3[N:12]=[C:13]([CH2:22][C:23]#[N:24])[N:14]([C:15]4[CH:20]=[CH:19][CH:18]=[CH:17][C:16]=4[Cl:21])[C:5]=3[C:4]=2[CH:3]=1.Cl.[NH2:26][OH:27].C(=O)([O-])[O-].[Na+].[Na+]. Product: [Cl:1][C:2]1[CH:11]=[CH:10][C:9]2[N:8]=[CH:7][C:6]3[N:12]=[C:13]([CH2:22][C:23]([NH:26][OH:27])=[NH:24])[N:14]([C:15]4[CH:20]=[CH:19][CH:18]=[CH:17][C:16]=4[Cl:21])[C:5]=3[C:4]=2[CH:3]=1. The catalyst class is: 136. (4) Reactant: C(OC([N:8]1[CH2:13][CH2:12][CH:11]([O:14][C:15]2[C:24]3[C:19](=[CH:20][CH:21]=[CH:22][CH:23]=3)[C:18]([NH:25][C:26]([NH:28][C:29]3[N:30]([C:38]4[CH:43]=[CH:42][C:41]([CH3:44])=[CH:40][CH:39]=4)[N:31]=[C:32]([C:34]([CH3:37])([CH3:36])[CH3:35])[CH:33]=3)=[O:27])=[CH:17][N:16]=2)[CH2:10][CH2:9]1)=O)(C)(C)C.FC(F)(F)C(O)=O. Product: [C:34]([C:32]1[CH:33]=[C:29]([NH:28][C:26]([NH:25][C:18]2[C:19]3[C:24](=[CH:23][CH:22]=[CH:21][CH:20]=3)[C:15]([O:14][CH:11]3[CH2:10][CH2:9][NH:8][CH2:13][CH2:12]3)=[N:16][CH:17]=2)=[O:27])[N:30]([C:38]2[CH:43]=[CH:42][C:41]([CH3:44])=[CH:40][CH:39]=2)[N:31]=1)([CH3:37])([CH3:35])[CH3:36]. The catalyst class is: 4. (5) Reactant: C([N:4]1[C:12]2[C:7](=[CH:8][C:9]([Br:16])=[CH:10][C:11]=2[N+:13]([O-:15])=[O:14])[CH2:6][CH2:5]1)(=O)C.Cl.C(=O)([O-])[O-].[Na+].[Na+]. Product: [Br:16][C:9]1[CH:8]=[C:7]2[C:12](=[C:11]([N+:13]([O-:15])=[O:14])[CH:10]=1)[NH:4][CH2:5][CH2:6]2. The catalyst class is: 8. (6) Reactant: O1CCCC1.[F:6][CH2:7][CH2:8][OH:9].[H-].[Na+].[Br:12][C:13]1[N:30]([CH2:31][O:32][CH2:33][CH2:34][Si:35]([CH3:38])([CH3:37])[CH3:36])[C:16]2[CH:17]=[N:18][N:19]([CH2:22][O:23][CH2:24][CH2:25][Si:26]([CH3:29])([CH3:28])[CH3:27])[C:20](=[O:21])[C:15]=2[C:14]=1[CH2:39]Br. Product: [Br:12][C:13]1[N:30]([CH2:31][O:32][CH2:33][CH2:34][Si:35]([CH3:38])([CH3:37])[CH3:36])[C:16]2[CH:17]=[N:18][N:19]([CH2:22][O:23][CH2:24][CH2:25][Si:26]([CH3:29])([CH3:28])[CH3:27])[C:20](=[O:21])[C:15]=2[C:14]=1[CH2:39][O:9][CH2:8][CH2:7][F:6]. The catalyst class is: 6. (7) Reactant: Br[C:2]1[S:3][CH:4]=[C:5]([Br:7])[N:6]=1.Cl[Mg]C(C)C.[F:13][C:14]1[C:19]([C:20](N(OC)C)=[O:21])=[CH:18][CH:17]=[CH:16][N:15]=1. Product: [Br:7][C:5]1[N:6]=[C:2]([C:20]([C:19]2[C:14]([F:13])=[N:15][CH:16]=[CH:17][CH:18]=2)=[O:21])[S:3][CH:4]=1. The catalyst class is: 28. (8) The catalyst class is: 2. Reactant: [NH:1]1[CH2:4][CH2:3][CH:2]1[CH2:5][N:6]1[C:10]2=[N:11][CH:12]=[N:13][C:14]([NH2:15])=[C:9]2[C:8]([C:16]2[CH:21]=[CH:20][C:19]([O:22][C:23]3[CH:28]=[CH:27][CH:26]=[CH:25][CH:24]=3)=[CH:18][C:17]=2[F:29])=[N:7]1.[C:30]([CH2:32][C:33](O)=[O:34])#[N:31].C(P1(=O)OP(CCC)(=O)OP(CCC)(=O)O1)CC. Product: [NH2:15][C:14]1[N:13]=[CH:12][N:11]=[C:10]2[N:6]([CH2:5][CH:2]3[CH2:3][CH2:4][N:1]3[C:33](=[O:34])[CH2:32][C:30]#[N:31])[N:7]=[C:8]([C:16]3[CH:21]=[CH:20][C:19]([O:22][C:23]4[CH:24]=[CH:25][CH:26]=[CH:27][CH:28]=4)=[CH:18][C:17]=3[F:29])[C:9]=12.